Task: Predict the product of the given reaction.. Dataset: Forward reaction prediction with 1.9M reactions from USPTO patents (1976-2016) Given the reactants [CH3:1][C:2]1([CH3:24])[O:7][C:6]2[CH:8]=[C:9]([NH:12]C(=O)OCC3C=CC=CC=3)[CH:10]=[CH:11][C:5]=2[C:4](=[O:23])[O:3]1, predict the reaction product. The product is: [NH2:12][C:9]1[CH:10]=[CH:11][C:5]2[C:4](=[O:23])[O:3][C:2]([CH3:1])([CH3:24])[O:7][C:6]=2[CH:8]=1.